This data is from Full USPTO retrosynthesis dataset with 1.9M reactions from patents (1976-2016). The task is: Predict the reactants needed to synthesize the given product. (1) Given the product [C:1]([O:5][C:6](=[O:11])[NH:7][CH2:8][CH2:9][C:25]1[CH:24]=[CH:23][C:22]([N:28]2[CH2:29][C:30](=[O:41])[N:31]([CH2:35][CH2:36][Si:37]([CH3:40])([CH3:39])[CH3:38])[S:32]2(=[O:34])=[O:33])=[C:21]([O:20][CH2:13][C:14]2[CH:19]=[CH:18][CH:17]=[CH:16][CH:15]=2)[CH:26]=1)([CH3:4])([CH3:3])[CH3:2], predict the reactants needed to synthesize it. The reactants are: [C:1]([O:5][C:6](=[O:11])[NH:7][CH2:8][CH2:9]I)([CH3:4])([CH3:3])[CH3:2].[I-].[CH2:13]([O:20][C:21]1[CH:26]=[C:25](I)[CH:24]=[CH:23][C:22]=1[N:28]1[S:32](=[O:34])(=[O:33])[N:31]([CH2:35][CH2:36][Si:37]([CH3:40])([CH3:39])[CH3:38])[C:30](=[O:41])[CH2:29]1)[C:14]1[CH:19]=[CH:18][CH:17]=[CH:16][CH:15]=1. (2) Given the product [F:1][C:2]1[CH:7]=[CH:6][CH:5]=[CH:4][C:3]=1[C:8]1[C:9](=[O:11])[O:10][CH:13]([CH3:15])[C:12]=1[OH:16], predict the reactants needed to synthesize it. The reactants are: [F:1][C:2]1[CH:7]=[CH:6][CH:5]=[CH:4][C:3]=1[CH2:8][C:9]([OH:11])=[O:10].[C:12](OC)(=[O:16])[CH:13]([CH3:15])O.C1(N=C=NC2CCCCC2)CCCCC1. (3) The reactants are: [Cl:1][C:2]1[N:7]=[C:6]([N:8]([CH3:15])[C:9](=O)[C:10]([F:13])([F:12])[F:11])[CH:5]=[CH:4][C:3]=1[O:16]COC. Given the product [Cl:1][C:2]1[C:3]([OH:16])=[CH:4][CH:5]=[C:6]([N:8]([CH3:15])[CH2:9][C:10]([F:11])([F:13])[F:12])[N:7]=1, predict the reactants needed to synthesize it. (4) Given the product [ClH:37].[F:1][C:2]1[CH:7]=[CH:6][CH:5]=[C:4]([O:8][CH3:9])[C:3]=1[C:10]1[C:11]2[C:15]([CH:16]=[CH:17][CH:18]=1)=[N:14][N:13]1[C:19]([CH:24]3[CH2:25][CH2:26][NH:27][CH2:28][CH2:29]3)=[CH:20][C:21](=[O:23])[NH:22][C:12]=21, predict the reactants needed to synthesize it. The reactants are: [F:1][C:2]1[CH:7]=[CH:6][CH:5]=[C:4]([O:8][CH3:9])[C:3]=1[C:10]1[C:11]2[C:15]([CH:16]=[CH:17][CH:18]=1)=[N:14][N:13]1[C:19]([CH:24]3[CH2:29][CH2:28][N:27](C(OC(C)(C)C)=O)[CH2:26][CH2:25]3)=[CH:20][C:21](=[O:23])[NH:22][C:12]=21.[ClH:37].